Dataset: Reaction yield outcomes from USPTO patents with 853,638 reactions. Task: Predict the reaction yield, written as a fraction of the theoretical maximum amount of product (1.0 means a 100% yield; for example, 0.34 means a 34% yield). The reactants are [Cl:1][C:2]1[CH:3]=[C:4]([S:9]([NH:12][CH2:13][C:14]2[CH:15]=[CH:16][C:17]([C:20]([O:22]C)=[O:21])=[N:18][CH:19]=2)(=[O:11])=[O:10])[CH:5]=[CH:6][C:7]=1[F:8].[OH-].[K+]. The catalyst is CO. The product is [Cl:1][C:2]1[CH:3]=[C:4]([S:9]([NH:12][CH2:13][C:14]2[CH:15]=[CH:16][C:17]([C:20]([OH:22])=[O:21])=[N:18][CH:19]=2)(=[O:10])=[O:11])[CH:5]=[CH:6][C:7]=1[F:8]. The yield is 0.900.